Dataset: Full USPTO retrosynthesis dataset with 1.9M reactions from patents (1976-2016). Task: Predict the reactants needed to synthesize the given product. (1) Given the product [CH3:1][O:2][C:3](=[O:26])[CH2:4][C@H:5]1[C:9]2[CH:10]=[CH:11][C:12]([O:14][C@H:15]3[C:23]4[C:18](=[C:19]([O:25][C:28]5[CH:35]=[CH:34][C:31]([C:32]#[N:33])=[CH:30][CH:29]=5)[CH:20]=[CH:21][C:22]=4[F:24])[CH2:17][CH2:16]3)=[CH:13][C:8]=2[O:7][CH2:6]1, predict the reactants needed to synthesize it. The reactants are: [CH3:1][O:2][C:3](=[O:26])[CH2:4][C@H:5]1[C:9]2[CH:10]=[CH:11][C:12]([O:14][C@H:15]3[C:23]4[C:18](=[C:19]([OH:25])[CH:20]=[CH:21][C:22]=4[F:24])[CH2:17][CH2:16]3)=[CH:13][C:8]=2[O:7][CH2:6]1.F[C:28]1[CH:35]=[CH:34][C:31]([C:32]#[N:33])=[CH:30][CH:29]=1.C(=O)([O-])[O-].[Cs+].[Cs+]. (2) Given the product [CH3:8][C:6]1([CH3:7])[C:2]([CH3:16])([CH3:1])[O:3][B:4]([C:9]2[CH:15]=[CH:14][C:12]([N:13]3[CH2:25][CH2:26][CH2:27][S:28]3(=[O:30])=[O:29])=[CH:11][CH:10]=2)[O:5]1, predict the reactants needed to synthesize it. The reactants are: [CH3:1][C:2]1([CH3:16])[C:6]([CH3:8])([CH3:7])[O:5][B:4]([C:9]2[CH:15]=[CH:14][C:12]([NH2:13])=[CH:11][CH:10]=2)[O:3]1.C(N(CC)CC)C.Cl[CH2:25][CH2:26][CH2:27][S:28](Cl)(=[O:30])=[O:29]. (3) Given the product [S:10]1[C:6]2[CH:5]=[C:4]([OH:12])[C:3]([OH:2])=[CH:11][C:7]=2[CH:8]=[CH:9]1, predict the reactants needed to synthesize it. The reactants are: C[O:2][C:3]1[C:4]([O:12]C)=[CH:5][C:6]2[S:10][CH:9]=[CH:8][C:7]=2[CH:11]=1. (4) Given the product [ClH:23].[N+:20]([C:15]1[CH:16]=[CH:17][CH:18]=[CH:19][C:14]=1[C:11]1[CH2:12][CH2:13][NH:8][CH2:9][CH:10]=1)([O-:22])=[O:21], predict the reactants needed to synthesize it. The reactants are: C(OC([N:8]1[CH2:13][CH:12]=[C:11]([C:14]2[CH:19]=[CH:18][CH:17]=[CH:16][C:15]=2[N+:20]([O-:22])=[O:21])[CH2:10][CH2:9]1)=O)(C)(C)C.[ClH:23]. (5) Given the product [F:1][C:2]1[CH:7]=[C:6]([F:8])[CH:5]=[CH:4][C:3]=1[C:9]1[N:10]2[C:15]([CH:16]=[CH:17][CH:18]=1)=[C:14]([C:19]1[CH:20]=[C:21]([C:22]3[O:23][N:48]=[C:46]([CH3:47])[N:45]=3)[CH:25]=[CH:26][C:27]=1[F:28])[C:13](=[O:29])[CH:12]=[CH:11]2, predict the reactants needed to synthesize it. The reactants are: [F:1][C:2]1[CH:7]=[C:6]([F:8])[CH:5]=[CH:4][C:3]=1[C:9]1[N:10]2[C:15]([CH:16]=[CH:17][CH:18]=1)=[C:14]([C:19]1[CH:20]=[C:21]([CH:25]=[CH:26][C:27]=1[F:28])[C:22](O)=[O:23])[C:13](=[O:29])[CH:12]=[CH:11]2.C(Cl)CCl.C1C=CC2N(O)N=NC=2C=1.O[NH:45][C:46](=[NH:48])[CH3:47]. (6) Given the product [ClH:1].[Cl:1][C:2]1[CH:3]=[CH:4][C:5]([O:26][CH2:27][CH:28]([CH3:30])[CH3:29])=[C:6]([CH2:8][N:9]2[C:13]([CH3:14])=[CH:12][C:11]([C:15]([NH:17][C:18]3[CH:23]=[CH:22][C:21]([CH2:24][NH:33][CH2:31][CH3:32])=[CH:20][CH:19]=3)=[O:16])=[N:10]2)[CH:7]=1, predict the reactants needed to synthesize it. The reactants are: [Cl:1][C:2]1[CH:3]=[CH:4][C:5]([O:26][CH2:27][CH:28]([CH3:30])[CH3:29])=[C:6]([CH2:8][N:9]2[C:13]([CH3:14])=[CH:12][C:11]([C:15]([NH:17][C:18]3[CH:23]=[CH:22][C:21]([CH:24]=O)=[CH:20][CH:19]=3)=[O:16])=[N:10]2)[CH:7]=1.[CH2:31]([NH2:33])[CH3:32].C(O[BH-](OC(=O)C)OC(=O)C)(=O)C.[Na+].C(O)(=O)C. (7) The reactants are: [BH4-].[Na+].[Cl:3][C:4]1[CH:12]=[C:11]2[C:7]([CH:8]=[CH:9][NH:10]2)=[CH:6][CH:5]=1. Given the product [Cl:3][C:4]1[CH:12]=[C:11]2[C:7]([CH2:8][CH2:9][NH:10]2)=[CH:6][CH:5]=1, predict the reactants needed to synthesize it. (8) Given the product [OH:21][C@H:16]1[CH2:17][CH2:18][CH2:19][CH2:20][C@@H:15]1[NH:14][C:10]([C:3]1[C:4]2=[N:5][CH:6]=[CH:7][CH:8]=[C:9]2[NH:1][CH:2]=1)=[O:12], predict the reactants needed to synthesize it. The reactants are: [NH:1]1[C:9]2[C:4](=[N:5][CH:6]=[CH:7][CH:8]=2)[C:3]([C:10]([OH:12])=O)=[CH:2]1.Cl.[NH2:14][C@H:15]1[CH2:20][CH2:19][CH2:18][CH2:17][C@@H:16]1[OH:21].F[P-](F)(F)(F)(F)F.N1(O[P+](N(C)C)(N(C)C)N(C)C)C2C=CC=CC=2N=N1.C(N(CC)CC)C. (9) Given the product [N:8]1([CH2:2][C:3]([O:5][CH2:6][CH3:7])=[O:4])[CH2:21][CH2:20][CH2:19][NH:18][CH2:17][CH2:16][NH:15][CH2:14][CH2:13][CH2:12][NH:11][CH2:10][CH2:9]1, predict the reactants needed to synthesize it. The reactants are: Br[CH2:2][C:3]([O:5][CH2:6][CH3:7])=[O:4].[NH:8]1[CH2:21][CH2:20][CH2:19][NH:18][CH2:17][CH2:16][NH:15][CH2:14][CH2:13][CH2:12][NH:11][CH2:10][CH2:9]1.C(=O)([O-])[O-].[K+].[K+]. (10) Given the product [Si:26]([O:25][C@@H:19]1[C@@:20]2([CH3:21])[C:15](=[CH:14][CH:13]=[C:12]3[C@@H:22]2[CH2:23][CH2:24][C@@:7]2([CH3:8])[C@H:9]3[CH2:10][CH:11]=[C:6]2[CH2:5][S:4][CH2:1][CH2:2][CH2:44][CH2:45][C:46]([O:49][Si:50]([CH2:55][CH3:56])([CH2:51][CH3:52])[CH2:53][CH3:54])([CH3:47])[CH3:48])[CH2:16][C@@H:17]([O:33][Si:34]([C:37]([CH3:39])([CH3:40])[CH3:38])([CH3:35])[CH3:36])[CH2:18]1)([C:29]([CH3:30])([CH3:32])[CH3:31])([CH3:27])[CH3:28], predict the reactants needed to synthesize it. The reactants are: [C:1]([S:4][CH2:5][C:6]1[C@:7]2([CH2:24][CH2:23][C@H:22]3[C:12](=[CH:13][CH:14]=[C:15]4[C@:20]3([CH3:21])[C@@H:19]([O:25][Si:26]([C:29]([CH3:32])([CH3:31])[CH3:30])([CH3:28])[CH3:27])[CH2:18][C@H:17]([O:33][Si:34]([C:37]([CH3:40])([CH3:39])[CH3:38])([CH3:36])[CH3:35])[CH2:16]4)[C@@H:9]2[CH2:10][CH:11]=1)[CH3:8])(=O)[CH3:2].BrCC[CH2:44][CH2:45][C:46]([O:49][Si:50]([CH2:55][CH3:56])([CH2:53][CH3:54])[CH2:51][CH3:52])([CH3:48])[CH3:47].CO.[OH-].[K+].